Predict the reactants needed to synthesize the given product. From a dataset of Full USPTO retrosynthesis dataset with 1.9M reactions from patents (1976-2016). (1) Given the product [NH2:1][C:2]1[CH:3]=[CH:4][C:5]([C:6]([NH:18][CH2:17][C:13]2[CH:12]=[N:11][CH:16]=[CH:15][CH:14]=2)=[O:8])=[CH:9][CH:10]=1, predict the reactants needed to synthesize it. The reactants are: [NH2:1][C:2]1[CH:10]=[CH:9][C:5]([C:6]([OH:8])=O)=[CH:4][CH:3]=1.[N:11]1[CH:16]=[CH:15][CH:14]=[C:13]([CH2:17][NH2:18])[CH:12]=1.OC1C2N=NNC=2C=CC=1.C(N(CC)CC)C.CCN=C=NCCCN(C)C. (2) Given the product [Cl:1][C:2]1[C:3]([N:8]2[C:12]([C:13]([O:15][CH3:16])=[O:14])=[CH:11][C:10]([C:17]([OH:22])=[O:18])=[N:9]2)=[N:4][CH:5]=[CH:6][CH:7]=1, predict the reactants needed to synthesize it. The reactants are: [Cl:1][C:2]1[C:3]([N:8]2[C:12]([C:13]([O:15][CH3:16])=[O:14])=[CH:11][C:10]([CH:17]=[O:18])=[N:9]2)=[N:4][CH:5]=[CH:6][CH:7]=1.O.O.P([O-])(O)(O)=[O:22].[Na+].Cl([O-])=O.[Na+].CC(=CC)C.